This data is from Reaction yield outcomes from USPTO patents with 853,638 reactions. The task is: Predict the reaction yield, written as a fraction of the theoretical maximum amount of product (1.0 means a 100% yield; for example, 0.34 means a 34% yield). (1) The reactants are [CH:1]1[C:9]2[C:8]3[CH:10]=[CH:11][CH:12]=[CH:13][C:7]=3[S:6][C:5]=2[C:4](B(O)O)=[CH:3][CH:2]=1.Br[C:18]1[CH:23]=[CH:22][CH:21]=[CH:20][CH:19]=1.[O-]P([O-])([O-])=O.[K+].[K+].[K+].C1(C)C=CC=CC=1. The catalyst is C1C=CC(/C=C/C(/C=C/C2C=CC=CC=2)=O)=CC=1.C1C=CC(/C=C/C(/C=C/C2C=CC=CC=2)=O)=CC=1.C1C=CC(/C=C/C(/C=C/C2C=CC=CC=2)=O)=CC=1.[Pd].[Pd].O. The product is [C:18]1([C:4]2[C:5]3[S:6][C:7]4[CH:13]=[CH:12][CH:11]=[CH:10][C:8]=4[C:9]=3[CH:1]=[CH:2][CH:3]=2)[CH:23]=[CH:22][CH:21]=[CH:20][CH:19]=1. The yield is 0.830. (2) The reactants are [OH:1][C:2]([CH3:11])([CH2:8][CH:9]=[CH2:10])[C:3]([O:5][CH2:6][CH3:7])=[O:4]. The catalyst is C(OCC)(=O)C.[Pd]. The product is [OH:1][C:2]([CH3:11])([CH2:8][CH2:9][CH3:10])[C:3]([O:5][CH2:6][CH3:7])=[O:4]. The yield is 0.592. (3) The catalyst is CN(C=O)C.CCOC(C)=O. The product is [Cl:1][C:2]1[S:6][C:5]([O:7][CH2:8][C:9]([N:11]2[CH2:16][CH2:15][N:14]([CH2:33][C:26]3[CH:25]=[CH:30][C:29]([C:31]#[N:32])=[CH:28][CH:27]=3)[C:13](=[O:17])[CH:12]2[CH2:18][C:19]([O:21][CH2:22][CH3:23])=[O:20])=[O:10])=[CH:4][CH:3]=1. The yield is 0.430. The reactants are [Cl:1][C:2]1[S:6][C:5]([O:7][CH2:8][C:9]([N:11]2[CH2:16][CH2:15][NH:14][C:13](=[O:17])[CH:12]2[CH2:18][C:19]([O:21][CH2:22][CH3:23])=[O:20])=[O:10])=[CH:4][CH:3]=1.Br[C:25]1[CH:30]=[C:29]([C:31]#[N:32])[CH:28]=[CH:27][C:26]=1[CH3:33].C([O-])([O-])=O.[Cs+].[Cs+].